Dataset: NCI-60 drug combinations with 297,098 pairs across 59 cell lines. Task: Regression. Given two drug SMILES strings and cell line genomic features, predict the synergy score measuring deviation from expected non-interaction effect. Drug 1: CS(=O)(=O)CCNCC1=CC=C(O1)C2=CC3=C(C=C2)N=CN=C3NC4=CC(=C(C=C4)OCC5=CC(=CC=C5)F)Cl. Drug 2: CCN(CC)CCNC(=O)C1=C(NC(=C1C)C=C2C3=C(C=CC(=C3)F)NC2=O)C. Cell line: NCI-H522. Synergy scores: CSS=26.5, Synergy_ZIP=-6.90, Synergy_Bliss=-1.18, Synergy_Loewe=-9.54, Synergy_HSA=-1.04.